This data is from Caco-2 cell permeability data measuring drug intestinal absorption for ~900 compounds. The task is: Regression/Classification. Given a drug SMILES string, predict its absorption, distribution, metabolism, or excretion properties. Task type varies by dataset: regression for continuous measurements (e.g., permeability, clearance, half-life) or binary classification for categorical outcomes (e.g., BBB penetration, CYP inhibition). For this dataset (caco2_wang), we predict Y. (1) The drug is NC(Cc1ccccc1)C(=O)OC[C@@H]1O[C@H](n2cc(F)c(=O)[nH]c2=O)C[C@H]1O. The Y is -5.39 log Papp (cm/s). (2) The compound is C[N+](C)(C)CCO. The Y is -4.95 log Papp (cm/s). (3) The drug is C[C@H]1C(=O)N(C)[C@H](C)C(=O)N(C)[C@H](C)C(=O)N(C)[C@@H](C)C(=O)N[C@H](C)C(=O)N(C)[C@@H](C)C(=O)N1C. The Y is -5.30 log Papp (cm/s).